Dataset: Catalyst prediction with 721,799 reactions and 888 catalyst types from USPTO. Task: Predict which catalyst facilitates the given reaction. Reactant: [Cl-].[Na+].[F:3][C:4]1[CH:9]=[CH:8][C:7]([C:10]2[C:15](=[O:16])[N:14]([CH:17]([C:19]([OH:22])([CH3:21])[CH3:20])[CH3:18])[CH:13]=[C:12]([C:23]([OH:25])=O)[CH:11]=2)=[CH:6][CH:5]=1.Cl.[CH3:27][C:28]1[N:32]=[C:31]([C@H:33]([NH2:35])[CH3:34])[O:30][N:29]=1.C(Cl)CCl.ON1C2N=CC=CC=2N=N1.CN1CCOCC1. Product: [F:3][C:4]1[CH:5]=[CH:6][C:7]([C:10]2[C:15](=[O:16])[N:14]([CH:17]([C:19]([OH:22])([CH3:20])[CH3:21])[CH3:18])[CH:13]=[C:12]([C:23]([NH:35][C@@H:33]([C:31]3[O:30][N:29]=[C:28]([CH3:27])[N:32]=3)[CH3:34])=[O:25])[CH:11]=2)=[CH:8][CH:9]=1. The catalyst class is: 35.